Dataset: Full USPTO retrosynthesis dataset with 1.9M reactions from patents (1976-2016). Task: Predict the reactants needed to synthesize the given product. The reactants are: [N:1]1[CH:6]=[CH:5][CH:4]=[CH:3][C:2]=1[C:7]1[O:11][CH:10]=[N:9][CH:8]=1.[CH3:12][O:13][C:14]1[CH:15]=[C:16]([CH2:20][CH2:21][CH2:22][CH2:23][CH2:24][CH2:25][C:26](O)=[O:27])[CH:17]=[CH:18][CH:19]=1. Given the product [O:27]=[C:26]([C:10]1[O:11][C:7]([C:2]2[CH:3]=[CH:4][CH:5]=[CH:6][N:1]=2)=[CH:8][N:9]=1)[CH2:25][CH2:24][CH2:23][CH2:22][CH2:21][CH2:20][C:16]1[CH:17]=[CH:18][CH:19]=[C:14]([O:13][CH3:12])[CH:15]=1, predict the reactants needed to synthesize it.